This data is from Reaction yield outcomes from USPTO patents with 853,638 reactions. The task is: Predict the reaction yield, written as a fraction of the theoretical maximum amount of product (1.0 means a 100% yield; for example, 0.34 means a 34% yield). The reactants are [S:1]1[CH:5]=[CH:4][C:3]([NH:6][CH:7]=[C:8]([C:14]([O:16]CC)=O)[C:9]([O:11][CH2:12][CH3:13])=[O:10])=[CH:2]1. The catalyst is O(C1C=CC=CC=1)C1C=CC=CC=1. The product is [OH:16][C:14]1[C:8]([C:9]([O:11][CH2:12][CH3:13])=[O:10])=[CH:7][N:6]=[C:3]2[CH:4]=[CH:5][S:1][C:2]=12. The yield is 0.500.